From a dataset of NCI-60 drug combinations with 297,098 pairs across 59 cell lines. Regression. Given two drug SMILES strings and cell line genomic features, predict the synergy score measuring deviation from expected non-interaction effect. (1) Drug 1: C1CCC(C1)C(CC#N)N2C=C(C=N2)C3=C4C=CNC4=NC=N3. Drug 2: C1=NNC2=C1C(=O)NC=N2. Cell line: SW-620. Synergy scores: CSS=4.44, Synergy_ZIP=-0.0943, Synergy_Bliss=-3.22, Synergy_Loewe=-14.7, Synergy_HSA=-7.01. (2) Drug 1: C#CCC(CC1=CN=C2C(=N1)C(=NC(=N2)N)N)C3=CC=C(C=C3)C(=O)NC(CCC(=O)O)C(=O)O. Drug 2: C1CN(CCN1C(=O)CCBr)C(=O)CCBr. Cell line: HCT116. Synergy scores: CSS=55.4, Synergy_ZIP=-2.97, Synergy_Bliss=3.23, Synergy_Loewe=-44.3, Synergy_HSA=0.344. (3) Drug 1: CNC(=O)C1=NC=CC(=C1)OC2=CC=C(C=C2)NC(=O)NC3=CC(=C(C=C3)Cl)C(F)(F)F. Drug 2: COCCOC1=C(C=C2C(=C1)C(=NC=N2)NC3=CC=CC(=C3)C#C)OCCOC.Cl. Synergy scores: CSS=6.92, Synergy_ZIP=-2.95, Synergy_Bliss=2.01, Synergy_Loewe=1.75, Synergy_HSA=2.50. Cell line: MALME-3M. (4) Drug 1: CCCCC(=O)OCC(=O)C1(CC(C2=C(C1)C(=C3C(=C2O)C(=O)C4=C(C3=O)C=CC=C4OC)O)OC5CC(C(C(O5)C)O)NC(=O)C(F)(F)F)O. Drug 2: N.N.Cl[Pt+2]Cl. Cell line: SK-OV-3. Synergy scores: CSS=40.2, Synergy_ZIP=-3.88, Synergy_Bliss=3.24, Synergy_Loewe=-12.8, Synergy_HSA=0.188. (5) Drug 1: CC=C1C(=O)NC(C(=O)OC2CC(=O)NC(C(=O)NC(CSSCCC=C2)C(=O)N1)C(C)C)C(C)C. Drug 2: C1=CC=C(C=C1)NC(=O)CCCCCCC(=O)NO. Cell line: HCT-15. Synergy scores: CSS=0.827, Synergy_ZIP=-0.218, Synergy_Bliss=-0.990, Synergy_Loewe=-1.49, Synergy_HSA=-2.74. (6) Drug 1: CC1=C(C(=CC=C1)Cl)NC(=O)C2=CN=C(S2)NC3=CC(=NC(=N3)C)N4CCN(CC4)CCO. Drug 2: CCC1(CC2CC(C3=C(CCN(C2)C1)C4=CC=CC=C4N3)(C5=C(C=C6C(=C5)C78CCN9C7C(C=CC9)(C(C(C8N6C)(C(=O)OC)O)OC(=O)C)CC)OC)C(=O)OC)O.OS(=O)(=O)O. Cell line: RXF 393. Synergy scores: CSS=8.55, Synergy_ZIP=-2.30, Synergy_Bliss=1.71, Synergy_Loewe=0.975, Synergy_HSA=1.03.